Dataset: Forward reaction prediction with 1.9M reactions from USPTO patents (1976-2016). Task: Predict the product of the given reaction. (1) Given the reactants [Cl:1][C:2]1[C:11]2[C:10](=[O:12])[NH:9][C@@H:8]3[CH2:13][N:14](C(OC(C)(C)C)=O)[CH2:15][C@H:7]3[C:6]=2[CH:5]=[C:4]([CH3:23])[CH:3]=1.ClC1C=C(C)C=CC=1C(N(CC)CC)=O, predict the reaction product. The product is: [ClH:1].[Cl:1][C:2]1[C:11]2[C:10](=[O:12])[NH:9][C@@H:8]3[CH2:13][NH:14][CH2:15][C@H:7]3[C:6]=2[CH:5]=[C:4]([CH3:23])[CH:3]=1. (2) Given the reactants [C:1]([O:5][C:6](=[O:29])[C:7]([O:10]/[N:11]=[C:12](/[C:16]1[N:17]=[C:18]([NH:21][C:22]([O:24][C:25]([CH3:28])([CH3:27])[CH3:26])=[O:23])[S:19][CH:20]=1)\[C:13](O)=[O:14])([CH3:9])[CH3:8])([CH3:4])([CH3:3])[CH3:2].[NH2:30][C@H:31]1[C@@H:34]([CH2:35][N:36]2[CH:40]=[N:39][C:38]([CH3:41])=[N:37]2)[NH:33][C:32]1=[O:42].CCN=C=NCCCN(C)C.Cl.N1C=CC=CC=1.C1C=CC2N(O)N=NC=2C=1.CCN(C(C)C)C(C)C, predict the reaction product. The product is: [C:25]([O:24][C:22]([NH:21][C:18]1[S:19][CH:20]=[C:16](/[C:12](=[N:11]/[O:10][C:7]([CH3:9])([CH3:8])[C:6]([O:5][C:1]([CH3:4])([CH3:3])[CH3:2])=[O:29])/[C:13]([NH:30][C@@H:31]2[C:32](=[O:42])[NH:33][C@@H:34]2[CH2:35][N:36]2[CH:40]=[N:39][C:38]([CH3:41])=[N:37]2)=[O:14])[N:17]=1)=[O:23])([CH3:28])([CH3:27])[CH3:26]. (3) Given the reactants [NH:1]1[CH2:6][CH2:5][NH:4][CH2:3][CH2:2]1.Cl[C:8]1[N:13]=[C:12]([N:14]([CH2:17][CH3:18])[CH2:15][CH3:16])[CH:11]=[CH:10][N:9]=1, predict the reaction product. The product is: [CH2:17]([N:14]([CH2:15][CH3:16])[C:12]1[CH:11]=[CH:10][N:9]=[C:8]([N:1]2[CH2:6][CH2:5][NH:4][CH2:3][CH2:2]2)[N:13]=1)[CH3:18]. (4) Given the reactants Br[C:2]1[CH:3]=[C:4]([C:8]([F:31])([F:30])[CH2:9][CH2:10][C:11]2[N:15]([CH2:16][CH3:17])[C:14](=[O:18])[N:13]([CH2:19][C:20]3[CH:25]=[CH:24][C:23]([C:26]([CH3:29])([CH3:28])[CH3:27])=[CH:22][CH:21]=3)[N:12]=2)[CH:5]=[CH:6][CH:7]=1.[CH2:32]([O:34][C:35]1[CH:40]=[CH:39][C:38](B2OC(C)(C)C(C)(C)O2)=[CH:37][C:36]=1[CH2:50][C:51]([O:53][CH3:54])=[O:52])[CH3:33].C([O-])(O)=O.[Na+].N#N, predict the reaction product. The product is: [C:26]([C:23]1[CH:24]=[CH:25][C:20]([CH2:19][N:13]2[C:14](=[O:18])[N:15]([CH2:16][CH3:17])[C:11]([CH2:10][CH2:9][C:8]([C:4]3[CH:3]=[C:2]([C:38]4[CH:39]=[CH:40][C:35]([O:34][CH2:32][CH3:33])=[C:36]([CH2:50][C:51]([O:53][CH3:54])=[O:52])[CH:37]=4)[CH:7]=[CH:6][CH:5]=3)([F:31])[F:30])=[N:12]2)=[CH:21][CH:22]=1)([CH3:29])([CH3:28])[CH3:27]. (5) Given the reactants CC(C)=O.[Cl:5][C:6]1[CH:15]=[C:14]2[C:9]([C:10]([C:32]3[CH:33]=[C:34](/[CH:38]=[CH:39]/[C:40]([OH:42])=[O:41])[CH:35]=[CH:36][CH:37]=3)=[C:11]([CH2:17][C:18]([NH:20][C:21]3[CH:26]=[CH:25][C:24]([F:27])=[CH:23][C:22]=3[C:28]([F:31])([F:30])[F:29])=[O:19])[C:12](=[O:16])[O:13]2)=[CH:8][C:7]=1[CH3:43].C(O)C.[NH3:47], predict the reaction product. The product is: [Cl:5][C:6]1[CH:15]=[C:14]2[C:9]([C:10]([C:32]3[CH:33]=[C:34](/[CH:38]=[CH:39]/[C:40]([O-:42])=[O:41])[CH:35]=[CH:36][CH:37]=3)=[C:11]([CH2:17][C:18]([NH:20][C:21]3[CH:26]=[CH:25][C:24]([F:27])=[CH:23][C:22]=3[C:28]([F:29])([F:31])[F:30])=[O:19])[C:12](=[O:16])[O:13]2)=[CH:8][C:7]=1[CH3:43].[NH4+:47]. (6) The product is: [C:19]([O:1][CH2:2][CH2:3][CH2:4][NH:5][C:6]([O:7][C:8]([CH3:9])([CH3:11])[CH3:10])=[O:12])(=[O:21])[CH3:20]. Given the reactants [OH:1][CH2:2][CH2:3][CH2:4][NH:5][C:6](=[O:12])[O:7][C:8]([CH3:11])([CH3:10])[CH3:9].N1C=CC=CC=1.[C:19](OC(=O)C)(=[O:21])[CH3:20], predict the reaction product. (7) Given the reactants [Br:1][C:2]1[CH:3]=[CH:4][C:5]2[N:6]([N:8]=[C:9]([NH2:11])[N:10]=2)[CH:7]=1.C(N(CC)CC)C.[C:19](Cl)(=[O:21])[CH3:20], predict the reaction product. The product is: [Br:1][C:2]1[CH:3]=[CH:4][C:5]2[N:6]([N:8]=[C:9]([NH:11][C:19](=[O:21])[CH3:20])[N:10]=2)[CH:7]=1. (8) Given the reactants Cl.[NH2:2][C@@H:3]([CH:11]([CH3:13])[CH3:12])[C:4]([O:6][C:7]([CH3:10])([CH3:9])[CH3:8])=[O:5].CCN(C(C)C)C(C)C.Cl[C:24]1[N:29]=[C:28]([O:30][CH3:31])[N:27]=[C:26]([O:32][CH3:33])[N:25]=1, predict the reaction product. The product is: [CH3:33][O:32][C:26]1[N:27]=[C:28]([O:30][CH3:31])[N:29]=[C:24]([NH:2][C@@H:3]([CH:11]([CH3:13])[CH3:12])[C:4]([O:6][C:7]([CH3:8])([CH3:10])[CH3:9])=[O:5])[N:25]=1.